Dataset: Forward reaction prediction with 1.9M reactions from USPTO patents (1976-2016). Task: Predict the product of the given reaction. (1) Given the reactants Cl.Cl.[C:3]([N:6]1[CH2:15][CH2:14][C:13]2[C:8](=[CH:9][C:10]([O:16][CH2:17][C:18]3([C:30]([OH:32])=[O:31])[CH2:23][CH2:22][N:21]([C:24]4[CH:29]=[CH:28][N:27]=[CH:26][CH:25]=4)[CH2:20][CH2:19]3)=[CH:11][CH:12]=2)[CH2:7]1)(=[NH:5])[NH2:4], predict the reaction product. The product is: [C:3]([N:6]1[CH2:15][CH2:14][C:13]2[C:8](=[CH:9][C:10]([O:16][CH2:17][C:18]3([C:30]([OH:32])=[O:31])[CH2:19][CH2:20][N:21]([C:24]4[CH:25]=[CH:26][N:27]=[CH:28][CH:29]=4)[CH2:22][CH2:23]3)=[CH:11][CH:12]=2)[CH2:7]1)(=[NH:4])[NH2:5]. (2) Given the reactants [CH3:1][CH:2]1[C:11]2[C:6](=[CH:7][C:8]([N+:12]([O-])=O)=[CH:9][CH:10]=2)[C:4](=[O:5])[O:3]1, predict the reaction product. The product is: [NH2:12][C:8]1[CH:7]=[C:6]2[C:11]([CH:2]([CH3:1])[O:3][C:4]2=[O:5])=[CH:10][CH:9]=1.